Dataset: Full USPTO retrosynthesis dataset with 1.9M reactions from patents (1976-2016). Task: Predict the reactants needed to synthesize the given product. (1) Given the product [CH:32]1([NH:38][C:16](=[O:18])[CH2:15][CH2:14][N:6]2[C:7]3[CH:8]=[CH:9][C:10]([CH3:13])=[CH:11][C:12]=3[C:4]3[CH2:3][N:2]([CH3:1])[CH2:20][CH2:19][C:5]2=3)[CH2:37][CH2:36][CH2:35][CH2:34][CH2:33]1, predict the reactants needed to synthesize it. The reactants are: [CH3:1][N:2]1[CH2:20][CH2:19][C:5]2[N:6]([CH2:14][CH2:15][C:16]([OH:18])=O)[C:7]3[CH:8]=[CH:9][C:10]([CH3:13])=[CH:11][C:12]=3[C:4]=2[CH2:3]1.CCN=C=NCCCN(C)C.[CH:32]1([NH2:38])[CH2:37][CH2:36][CH2:35][CH2:34][CH2:33]1. (2) Given the product [ClH:1].[ClH:1].[ClH:1].[CH3:24][N:23]([CH2:22][C@H:19]1[CH2:20][CH2:21][C@H:16]([NH:15][C:5]2[C:4]3[C:9](=[CH:10][CH:11]=[C:2]([C:34]4[CH:35]=[C:36]5[CH:42]=[CH:41][NH:40][C:37]5=[N:38][CH:39]=4)[N:3]=3)[N:8]=[CH:7][C:6]=2[C:12](=[O:14])[CH3:13])[CH2:17][CH2:18]1)[CH3:25], predict the reactants needed to synthesize it. The reactants are: [Cl:1][C:2]1[N:3]=[C:4]2[C:9](=[CH:10][CH:11]=1)[N:8]=[CH:7][C:6]([C:12](=[O:14])[CH3:13])=[C:5]2[NH:15][C@H:16]1[CH2:21][CH2:20][C@H:19]([CH2:22][N:23]([CH3:25])[CH3:24])[CH2:18][CH2:17]1.CC1(C)C(C)(C)OB([C:34]2[CH:35]=[C:36]3[CH:42]=[CH:41][NH:40][C:37]3=[N:38][CH:39]=2)O1. (3) Given the product [Br:17][C:18]1[CH:19]=[N:20][CH:21]=[CH:22][C:23]=1[CH:27]=[O:28], predict the reactants needed to synthesize it. The reactants are: CN(CCN(C)C)C.[Li+].CC([N-]C(C)C)C.[Br:17][C:18]1[CH:19]=[N:20][CH:21]=[CH:22][CH:23]=1.CN([CH:27]=[O:28])C.